From a dataset of Full USPTO retrosynthesis dataset with 1.9M reactions from patents (1976-2016). Predict the reactants needed to synthesize the given product. (1) The reactants are: [O:1]=[C:2]1[N:7]([CH2:8][C:9]([OH:11])=O)[N:6]=[N:5][C:4]2[CH:12]=[CH:13][CH:14]=[CH:15][C:3]1=2.C(Cl)(=O)C(Cl)=O.[C:22]1([CH2:28][CH2:29][NH2:30])[CH:27]=[CH:26][CH:25]=[CH:24][CH:23]=1.C(N(CC)CC)C. Given the product [O:1]=[C:2]1[N:7]([CH2:8][C:9]([NH:30][CH2:29][CH2:28][C:22]2[CH:27]=[CH:26][CH:25]=[CH:24][CH:23]=2)=[O:11])[N:6]=[N:5][C:4]2[CH:12]=[CH:13][CH:14]=[CH:15][C:3]1=2, predict the reactants needed to synthesize it. (2) Given the product [C:39]([O:38][C@@H:34]1[C@@H:33]([O:42][C:43](=[O:44])[CH3:45])[C@@H:32]([O:46][C:47](=[O:48])[CH3:49])[C@@H:31]([CH2:30][O:29][C:27](=[O:28])[CH3:26])[O:36][C@H:35]1[O:24][C:17]1[C:16]([CH2:15][C:12]2[CH:13]=[CH:14][C:9]([O:8][CH2:1][C:2]3[CH:3]=[CH:4][CH:5]=[CH:6][CH:7]=3)=[CH:10][C:11]=2[CH3:25])=[C:20]([CH:21]([CH3:22])[CH3:23])[NH:19][N:18]=1)(=[O:40])[CH3:41], predict the reactants needed to synthesize it. The reactants are: [CH2:1]([O:8][C:9]1[CH:14]=[CH:13][C:12]([CH2:15][C:16]2[C:17](=[O:24])[NH:18][NH:19][C:20]=2[CH:21]([CH3:23])[CH3:22])=[C:11]([CH3:25])[CH:10]=1)[C:2]1[CH:7]=[CH:6][CH:5]=[CH:4][CH:3]=1.[CH3:26][C:27]([O:29][CH2:30][C@H:31]1[O:36][C@H:35](Br)[C@H:34]([O:38][C:39]([CH3:41])=[O:40])[C@@H:33]([O:42][C:43]([CH3:45])=[O:44])[C@H:32]1[O:46][C:47]([CH3:49])=[O:48])=[O:28].CC(OC[C@H]1O[C@H](Br)[C@H](OC(C)=O)[C@@H](OC(C)=O)[C@@H]1OC(C)=O)=O. (3) Given the product [CH2:1]([N:4]([CH2:5][C@H:6]1[CH2:11][O:10][CH2:9][CH2:8][N:7]1[C:12]([O:14][C:15]([CH3:18])([CH3:17])[CH3:16])=[O:13])[CH2:19][CH3:20])[CH3:2], predict the reactants needed to synthesize it. The reactants are: [C:1]([NH:4][CH2:5][C@H:6]1[CH2:11][O:10][CH2:9][CH2:8][N:7]1[C:12]([O:14][C:15]([CH3:18])([CH3:17])[CH3:16])=[O:13])(=O)[CH3:2].[C:19]1([SiH2]C2C=CC=CC=2)C=CC=C[CH:20]=1. (4) Given the product [CH:22]1([CH2:21][N:11]2[C:12]3[CH2:17][CH2:16][N:15]([C:18](=[O:20])[CH3:19])[CH2:14][C:13]=3[C:9]([NH:8][C:5]3[CH:6]=[CH:7][C:2]([C:30]4[CH:35]=[CH:34][CH:33]=[CH:32][N:31]=4)=[CH:3][CH:4]=3)=[N:10]2)[CH2:24][CH2:23]1, predict the reactants needed to synthesize it. The reactants are: Br[C:2]1[CH:7]=[CH:6][C:5]([NH:8][C:9]2[C:13]3[CH2:14][N:15]([C:18](=[O:20])[CH3:19])[CH2:16][CH2:17][C:12]=3[N:11]([CH2:21][CH:22]3[CH2:24][CH2:23]3)[N:10]=2)=[CH:4][CH:3]=1.C([Sn](CCCC)(CCCC)[C:30]1[CH:35]=[CH:34][CH:33]=[CH:32][N:31]=1)CCC. (5) Given the product [CH3:1][O:2][NH:3][CH2:4][CH:5]1[C:14]2([CH2:15][CH2:16][CH2:17]2)[O:13][C:12]2[C:7](=[C:8]([CH3:20])[C:9]([OH:19])=[C:10]([CH3:18])[CH:11]=2)[CH2:6]1, predict the reactants needed to synthesize it. The reactants are: [CH3:1][O:2][NH:3][CH2:4][C:5]1[C:14]2([CH2:17][CH2:16][CH2:15]2)[O:13][C:12]2[C:7](=[C:8]([CH3:20])[C:9]([OH:19])=[C:10]([CH3:18])[CH:11]=2)[CH:6]=1. (6) Given the product [Br:13][CH2:34][C:25]1[C:24]2[C:29](=[CH:30][CH:31]=[C:22]([F:21])[CH:23]=2)[N:28]([CH3:32])[C:27](=[O:33])[CH:26]=1, predict the reactants needed to synthesize it. The reactants are: N(C(C)(C)C#N)=NC(C)(C)C#N.[Br:13]N1C(=O)CCC1=O.[F:21][C:22]1[CH:23]=[C:24]2[C:29](=[CH:30][CH:31]=1)[N:28]([CH3:32])[C:27](=[O:33])[CH:26]=[C:25]2[CH3:34]. (7) Given the product [Cl:1][C:2]1[C:10]2[CH:9]=[CH:8][CH:7]=[CH:6][C:5]=2[N:4]2[CH2:11][CH2:12][N:13]([C:16]3[CH:24]=[C:23]4[C:19]([CH:20]=[CH:21][N:22]4[CH2:25][C:26]([OH:28])=[O:27])=[CH:18][CH:17]=3)[C:14](=[O:15])[C:3]=12, predict the reactants needed to synthesize it. The reactants are: [Cl:1][C:2]1[C:10]2[CH:9]=[CH:8][CH:7]=[CH:6][C:5]=2[N:4]2[CH2:11][CH2:12][N:13]([C:16]3[CH:24]=[C:23]4[C:19]([CH:20]=[CH:21][N:22]4[CH2:25][C:26]([O:28]C(C)(C)C)=[O:27])=[CH:18][CH:17]=3)[C:14](=[O:15])[C:3]=12.C(O)(C(F)(F)F)=O. (8) Given the product [CH3:1][C:2]1([CH3:11])[O:6][CH:5]2[CH:7]=[CH:8][C:9](=[O:10])[CH:4]2[O:3]1, predict the reactants needed to synthesize it. The reactants are: [CH3:1][C:2]1([CH3:11])[O:6][C@@H:5]2[CH:7]=[CH:8][C@H:9]([OH:10])[C@@H:4]2[O:3]1. (9) Given the product [CH2:18]([S:17][C:12]1[CH:13]=[CH:14][CH:15]=[CH:16][C:11]=1[C:9]1[N:8]([CH3:20])[C:5]2=[N:6][CH:7]=[C:2]([C:29]3[CH:34]=[CH:33][CH:32]=[CH:31][CH:30]=3)[CH:3]=[C:4]2[N:10]=1)[CH3:19], predict the reactants needed to synthesize it. The reactants are: Br[C:2]1[CH:3]=[C:4]2[N:10]=[C:9]([C:11]3[CH:16]=[CH:15][CH:14]=[CH:13][C:12]=3[S:17][CH2:18][CH3:19])[N:8]([CH3:20])[C:5]2=[N:6][CH:7]=1.P([O-])([O-])([O-])=O.[K+].[K+].[K+].[C:29]1(B(O)O)[CH:34]=[CH:33][CH:32]=[CH:31][CH:30]=1.[Cl-].[NH4+].